From a dataset of Full USPTO retrosynthesis dataset with 1.9M reactions from patents (1976-2016). Predict the reactants needed to synthesize the given product. (1) Given the product [CH2:30]([O:29][C:16]1[CH:15]=[C:14]([S:13][C:10]2[CH:11]=[CH:12][C:7]([O:6][CH2:5][C:4]([OH:35])=[O:3])=[C:8]([CH3:34])[CH:9]=2)[CH:19]=[C:18]([C:20]#[C:21][CH2:22][N:23]2[CH2:28][CH2:27][O:26][CH2:25][CH2:24]2)[CH:17]=1)[CH:31]([CH3:33])[CH3:32], predict the reactants needed to synthesize it. The reactants are: C([O:3][C:4](=[O:35])[CH2:5][O:6][C:7]1[CH:12]=[CH:11][C:10]([S:13][C:14]2[CH:19]=[C:18]([C:20]#[C:21][CH2:22][N:23]3[CH2:28][CH2:27][O:26][CH2:25][CH2:24]3)[CH:17]=[C:16]([O:29][CH2:30][CH:31]([CH3:33])[CH3:32])[CH:15]=2)=[CH:9][C:8]=1[CH3:34])C.[OH-].[Na+].Cl. (2) Given the product [CH:1]1([C:6]2[CH:13]=[CH:12][C:9]([CH2:10][OH:11])=[CH:8][C:7]=2[C:14]([F:15])([F:16])[F:17])[CH2:2][CH2:3][CH2:4][CH2:5]1, predict the reactants needed to synthesize it. The reactants are: [CH:1]1([C:6]2[CH:13]=[CH:12][C:9]([CH:10]=[O:11])=[CH:8][C:7]=2[C:14]([F:17])([F:16])[F:15])[CH2:5][CH2:4][CH2:3][CH2:2]1.[BH4-].[Na+]. (3) Given the product [N:3]1[C:4]2[C:13](=[CH:12][CH:11]=[C:10]3[C:5]=2[N:6]=[CH:7][CH:8]=[CH:9]3)[CH:14]=[CH:15][C:2]=1[C:28]1[CH:27]=[C:26]([C:39]2[N:40]=[C:41]([C:51]3[CH:52]=[CH:53][CH:54]=[CH:55][CH:56]=3)[N:42]=[C:43]([C:45]3[CH:46]=[CH:47][CH:48]=[CH:49][CH:50]=3)[N:44]=2)[CH:25]=[C:24]([C:7]2[CH:8]=[CH:9][C:10]3[C:5](=[C:4]4[C:13](=[CH:12][CH:11]=3)[CH:14]=[CH:15][CH:2]=[N:3]4)[N:6]=2)[CH:29]=1, predict the reactants needed to synthesize it. The reactants are: Cl[C:2]1[CH:15]=[CH:14][C:13]2[C:4](=[C:5]3[C:10](=[CH:11][CH:12]=2)[CH:9]=[CH:8][CH:7]=[N:6]3)[N:3]=1.CC1(C)C(C)(C)OB([C:24]2[CH:25]=[C:26]([C:39]3[N:44]=[C:43]([C:45]4[CH:50]=[CH:49][CH:48]=[CH:47][CH:46]=4)[N:42]=[C:41]([C:51]4[CH:56]=[CH:55][CH:54]=[CH:53][CH:52]=4)[N:40]=3)[CH:27]=[C:28](B3OC(C)(C)C(C)(C)O3)[CH:29]=2)O1.[Cl-].[Li+].C(=O)([O-])[O-].[Na+].[Na+]. (4) The reactants are: [O:1]=[C:2]1[C:6](=[CH:7][C:8]2[O:12][C:11]([C:13]3[CH:14]=[C:15]([CH:19]=[CH:20][CH:21]=3)[C:16]([OH:18])=O)=[CH:10][CH:9]=2)[S:5][C:4](=[S:22])[NH:3]1.[N:23]1([CH2:28][CH2:29][NH2:30])[CH2:27][CH2:26][CH2:25][CH2:24]1.C1C=CC2N(O)N=NC=2C=1.CCN=C=NCCCN(C)C.CCN(C(C)C)C(C)C. Given the product [O:1]=[C:2]1[C:6](=[CH:7][C:8]2[O:12][C:11]([C:13]3[CH:14]=[C:15]([CH:19]=[CH:20][CH:21]=3)[C:16]([NH:30][CH2:29][CH2:28][N:23]3[CH2:27][CH2:26][CH2:25][CH2:24]3)=[O:18])=[CH:10][CH:9]=2)[S:5][C:4](=[S:22])[NH:3]1, predict the reactants needed to synthesize it. (5) The reactants are: [CH2:1]([O:3][C:4]([C:6]1[C:7](=[O:18])[NH:8][C:9]2[C:14]([C:15]=1Cl)=[CH:13][C:12]([F:17])=[CH:11][N:10]=2)=[O:5])[CH3:2].[N:19]1([C:25]([C:27]2[S:28][CH:29]=[CH:30][CH:31]=2)=[O:26])[CH2:24][CH2:23][NH:22][CH2:21][CH2:20]1. Given the product [CH2:1]([O:3][C:4]([C:6]1[C:7](=[O:18])[NH:8][C:9]2[C:14]([C:15]=1[N:22]1[CH2:23][CH2:24][N:19]([C:25]([C:27]3[S:28][CH:29]=[CH:30][CH:31]=3)=[O:26])[CH2:20][CH2:21]1)=[CH:13][C:12]([F:17])=[CH:11][N:10]=2)=[O:5])[CH3:2], predict the reactants needed to synthesize it.